From a dataset of Catalyst prediction with 721,799 reactions and 888 catalyst types from USPTO. Predict which catalyst facilitates the given reaction. (1) Reactant: [C:1]([C:3]1[CH:4]=[C:5]([CH:14]=[CH:15][CH:16]=1)[O:6][C:7]([CH3:13])([CH3:12])[C:8]([O:10][CH3:11])=[O:9])#[N:2]. Product: [NH2:2][CH2:1][C:3]1[CH:4]=[C:5]([CH:14]=[CH:15][CH:16]=1)[O:6][C:7]([CH3:12])([CH3:13])[C:8]([O:10][CH3:11])=[O:9]. The catalyst class is: 19. (2) Reactant: [F:1][C:2]1[C:10]([N+:11]([O-:13])=[O:12])=[CH:9][C:5]([C:6](O)=[O:7])=[CH:4][CH:3]=1.S(Cl)([Cl:16])=O. Product: [F:1][C:2]1[C:10]([N+:11]([O-:13])=[O:12])=[CH:9][C:5]([C:6]([Cl:16])=[O:7])=[CH:4][CH:3]=1. The catalyst class is: 17. (3) Reactant: [F:1][C:2]1[CH:3]=[CH:4][C:5]2[O:10][CH2:9][C@H:8]([CH2:11][N:12]3[CH2:17][CH2:16][CH2:15][C@@:14]([CH2:19][OH:20])([CH3:18])[CH2:13]3)[O:7][C:6]=2[CH:21]=1.[H-].[Na+].I[CH3:25].O. Product: [F:1][C:2]1[CH:3]=[CH:4][C:5]2[O:10][CH2:9][C@H:8]([CH2:11][N:12]3[CH2:17][CH2:16][CH2:15][C@@:14]([CH2:19][O:20][CH3:25])([CH3:18])[CH2:13]3)[O:7][C:6]=2[CH:21]=1. The catalyst class is: 7. (4) Reactant: [C:1]([O:5][C:6](C(NC)(C)C(O)=O)=[O:7])([CH3:4])([CH3:3])[CH3:2].C[CH2:16][N:17]([CH:21](C)C)C(C)C.C1C=CC2N([OH:33])N=NC=2C=1.[CH3:34][O:35][C:36]1[CH:41]=[CH:40][CH:39]=[C:38]([NH2:42])[C:37]=1[NH2:43].[CH2:44](Cl)[CH2:45]Cl. Product: [C:1]([O:5][C:6](=[O:7])[N:17]([CH2:21][CH2:44][C:45](=[O:33])[NH:42][C:38]1[CH:39]=[CH:40][CH:41]=[C:36]([O:35][CH3:34])[C:37]=1[NH2:43])[CH3:16])([CH3:2])([CH3:3])[CH3:4]. The catalyst class is: 64. (5) Reactant: [CH3:1][N:2]1[CH2:7][CH2:6][N:5]([C:8]2[N:13]=[CH:12][C:11]([N+:14]([O-])=O)=[CH:10][N:9]=2)[CH2:4][CH2:3]1.C(O)(=O)C. Product: [CH3:1][N:2]1[CH2:3][CH2:4][N:5]([C:8]2[N:9]=[CH:10][C:11]([NH2:14])=[CH:12][N:13]=2)[CH2:6][CH2:7]1. The catalyst class is: 415. (6) Reactant: [Cl:1][C:2]1[CH:7]=[CH:6][CH:5]=[C:4]([F:8])[C:3]=1[C@@H:9]1[CH2:11][C@H:10]1[C:12](=O)[CH3:13].N1C=CC=CC=1.Cl.[CH3:22][O:23][NH2:24]. Product: [CH3:22][O:23][N:24]=[C:12]([C@@H:10]1[CH2:11][C@H:9]1[C:3]1[C:4]([F:8])=[CH:5][CH:6]=[CH:7][C:2]=1[Cl:1])[CH3:13]. The catalyst class is: 24. (7) Reactant: [CH3:1][C@H:2]1[CH2:6][C@H:5]([CH2:7][N:8]2[C:16]3[C:11](=[N:12][C:13]([C:17]4[CH:18]=[N:19][N:20](C5CCCCO5)[CH:21]=4)=[CH:14][CH:15]=3)[CH:10]=[CH:9]2)[CH2:4][N:3]1[C:28](=[O:37])[CH2:29][CH2:30][C:31]1[CH:36]=[CH:35][CH:34]=[CH:33][CH:32]=1.C1(C)C=CC(S(O)(=O)=O)=CC=1. Product: [NH:19]1[CH:18]=[C:17]([C:13]2[N:12]=[C:11]3[CH:10]=[CH:9][N:8]([CH2:7][C@@H:5]4[CH2:4][N:3]([C:28](=[O:37])[CH2:29][CH2:30][C:31]5[CH:32]=[CH:33][CH:34]=[CH:35][CH:36]=5)[C@@H:2]([CH3:1])[CH2:6]4)[C:16]3=[CH:15][CH:14]=2)[CH:21]=[N:20]1. The catalyst class is: 138. (8) The catalyst class is: 11. Reactant: [F:1][C:2]1[CH:3]=[CH:4][C:5]([O:18][CH:19]([CH3:21])[CH3:20])=[C:6]([N:8]2[CH2:13][CH2:12][N:11]([CH2:14][CH2:15][CH2:16][NH2:17])[CH2:10][CH2:9]2)[CH:7]=1.[C:22]1(=O)[O:28][C:26](=[O:27])[CH:25]=[C:23]1[CH3:24]. Product: [F:1][C:2]1[CH:3]=[CH:4][C:5]([O:18][CH:19]([CH3:21])[CH3:20])=[C:6]([N:8]2[CH2:13][CH2:12][N:11]([CH2:14][CH2:15][CH2:16][N:17]3[C:26](=[O:27])[CH:25]=[C:23]([CH3:24])[C:22]3=[O:28])[CH2:10][CH2:9]2)[CH:7]=1. (9) Reactant: [OH:1][C:2]1[CH:9]=[CH:8][C:5]([CH:6]=[O:7])=[CH:4][C:3]=1[O:10][CH3:11].[F:12][C:13]([F:26])([F:25])[S:14](O[S:14]([C:13]([F:26])([F:25])[F:12])(=[O:16])=[O:15])(=[O:16])=[O:15].N1C=CC=CC=1. Product: [CH:6]([C:5]1[CH:8]=[CH:9][C:2]([O:1][S:14]([C:13]([F:26])([F:25])[F:12])(=[O:16])=[O:15])=[C:3]([O:10][CH3:11])[CH:4]=1)=[O:7]. The catalyst class is: 4.